From a dataset of Reaction yield outcomes from USPTO patents with 853,638 reactions. Predict the reaction yield, written as a fraction of the theoretical maximum amount of product (1.0 means a 100% yield; for example, 0.34 means a 34% yield). (1) The reactants are [OH:1][C:2]1[CH2:6][CH2:5][C:4](=[O:7])[C:3]=1[CH2:8][C:9]1[CH:14]=[CH:13][CH:12]=[C:11]([CH2:15][CH2:16][O:17][Si](C(C)C)(C(C)C)C(C)C)[CH:10]=1.[CH2:28](O)[CH:29]([CH3:31])[CH3:30]. The catalyst is C1C=CC=CC=1. The product is [OH:17][CH2:16][CH2:15][C:11]1[CH:10]=[C:9]([CH:14]=[CH:13][CH:12]=1)[CH2:8][C:3]1[C:4](=[O:7])[CH2:5][CH2:6][C:2]=1[O:1][CH2:28][CH:29]([CH3:31])[CH3:30]. The yield is 0.810. (2) The reactants are [OH:1][C@H:2]1[CH2:19][CH2:18][C@@:17]2([CH3:20])[C@@H:4]([CH2:5][CH2:6][C@:7]3([CH3:37])[C@@H:16]2[CH2:15][CH2:14][C@H:13]2[C@@:8]3([CH3:36])[CH2:9][CH2:10][C@@:11]3([C:28]([N:30]4[CH2:35][CH2:34][O:33][CH2:32][CH2:31]4)=[O:29])[CH2:23][CH2:22][C@@H:21]([C:24]4([CH3:27])[CH2:26][CH2:25]4)[C@@H:12]32)[C:3]1([CH3:39])[CH3:38].Cl[C:41]1[CH:67]=[C:66](Cl)[CH:65]=[C:64](Cl)[C:42]=1[C:43]([O:45][C:46]([C@H:48]1[CH2:51][C@@H:50]([C:52](OCC2C=CC=CC=2)=[O:53])[C:49]1([CH3:63])[CH3:62])=[O:47])=O. The catalyst is C1(C)C=CC=CC=1.CN(C1C=CN=CC=1)C. The product is [CH3:62][C:49]1([CH3:63])[C@@H:50]([C:52]([O:1][C@H:2]2[CH2:19][CH2:18][C@@:17]3([CH3:20])[C@@H:4]([CH2:5][CH2:6][C@:7]4([CH3:37])[C@@H:16]3[CH2:15][CH2:14][C@H:13]3[C@@:8]4([CH3:36])[CH2:9][CH2:10][C@@:11]4([C:28]([N:30]5[CH2:35][CH2:34][O:33][CH2:32][CH2:31]5)=[O:29])[CH2:23][CH2:22][C@@H:21]([C:24]5([CH3:27])[CH2:26][CH2:25]5)[C@@H:12]43)[C:3]2([CH3:39])[CH3:38])=[O:53])[CH2:51][C@H:48]1[C:46]([O:45][CH2:43][C:42]1[CH:41]=[CH:67][CH:66]=[CH:65][CH:64]=1)=[O:47]. The yield is 0.810. (3) The reactants are Cl[CH2:2][C:3]1[CH:8]=[CH:7][C:6]([N+:9]([O-:11])=[O:10])=[CH:5][CH:4]=1.C(=O)([O-])[O-].[K+].[K+].Cl.[CH2:19]([NH2:21])[CH3:20]. The catalyst is C(#N)C. The product is [N+:9]([C:6]1[CH:7]=[CH:8][C:3]([CH2:2][NH:21][CH2:19][CH3:20])=[CH:4][CH:5]=1)([O-:11])=[O:10]. The yield is 0.500. (4) The reactants are [OH:1][C:2]1[CH:20]=[CH:19][C:5]([C:6]2[C:15](=[O:16])[C:14]3[C:9](=[CH:10][C:11]([OH:18])=[CH:12][C:13]=3[CH3:17])[O:8][CH:7]=2)=[CH:4][CH:3]=1.[C:21](OC(=O)C)(=[O:23])[CH3:22].[CH3:28][C:29](CC(O)=O)=[O:30]. The catalyst is N1C=CC=CC=1. The product is [C:21]([O:1][C:2]1[CH:3]=[CH:4][C:5]([C:6]2[C:15](=[O:16])[C:14]3[C:9](=[CH:10][C:11]([O:18][C:29](=[O:30])[CH3:28])=[CH:12][C:13]=3[CH3:17])[O:8][CH:7]=2)=[CH:19][CH:20]=1)(=[O:23])[CH3:22]. The yield is 0.910. (5) The product is [CH3:36][N:26]([C@@H:23]1[CH2:24][CH2:25][N:21]([C:18]2[N:19]=[C:20]3[N:12]([CH2:11][C:7]4[CH:6]=[C:5]5[C:10](=[CH:9][CH:8]=4)[N:1]=[CH:2][CH:3]=[CH:4]5)[N:13]=[N:14][C:15]3=[N:16][CH:17]=2)[CH2:22]1)[C:27](=[O:33])[O:28][C:29]([CH3:30])([CH3:32])[CH3:31]. The yield is 0.910. The catalyst is O1CCCC1. The reactants are [N:1]1[C:10]2[C:5](=[CH:6][C:7]([CH2:11][N:12]3[C:20]4[C:15](=[N:16][CH:17]=[C:18]([N:21]5[CH2:25][CH2:24][C@@H:23]([NH:26][C:27](=[O:33])[O:28][C:29]([CH3:32])([CH3:31])[CH3:30])[CH2:22]5)[N:19]=4)[N:14]=[N:13]3)=[CH:8][CH:9]=2)[CH:4]=[CH:3][CH:2]=1.[H-].[Na+].[CH3:36]I. (6) The reactants are Br[C:2]1[CH:19]=[CH:18][C:5]([CH2:6][NH:7][C:8](=[O:17])[O:9][CH2:10][C:11]2[CH:16]=[CH:15][CH:14]=[CH:13][CH:12]=2)=[CH:4][CH:3]=1.[CH3:20][C:21]1([CH3:37])[C:25]([CH3:27])([CH3:26])[O:24][B:23]([B:23]2[O:24][C:25]([CH3:27])([CH3:26])[C:21]([CH3:37])([CH3:20])[O:22]2)[O:22]1.C([O-])(=O)C.[K+]. The catalyst is O1CCOCC1.[Cl-].[Na+].O.C1C=CC(P(C2C=CC=CC=2)[C-]2C=CC=C2)=CC=1.C1C=CC(P(C2C=CC=CC=2)[C-]2C=CC=C2)=CC=1.Cl[Pd]Cl.[Fe+2]. The product is [CH3:20][C:21]1([CH3:37])[C:25]([CH3:27])([CH3:26])[O:24][B:23]([C:2]2[CH:19]=[CH:18][C:5]([CH2:6][NH:7][C:8](=[O:17])[O:9][CH2:10][C:11]3[CH:16]=[CH:15][CH:14]=[CH:13][CH:12]=3)=[CH:4][CH:3]=2)[O:22]1. The yield is 0.690. (7) The reactants are [OH-].[Na+].[F:3][C:4]([F:15])([F:14])[O:5][C:6]1[CH:7]=[C:8]([CH:11]=[CH:12][CH:13]=1)[CH:9]=O.[O:16]=[C:17]([CH3:27])[CH2:18]P(=O)(OCC)OCC. The catalyst is [I-].C([N+](CCCC)(CCCC)CCCC)CCC.C(Cl)Cl. The product is [F:3][C:4]([F:15])([F:14])[O:5][C:6]1[CH:7]=[C:8]([CH:9]=[CH:18][C:17](=[O:16])[CH3:27])[CH:11]=[CH:12][CH:13]=1. The yield is 0.540. (8) The reactants are [F:1][C:2]1[CH:8]=[CH:7][C:5]([NH2:6])=[CH:4][CH:3]=1.Br[CH2:10][CH2:11][OH:12].C(=O)([O-])[O-].[K+].[K+]. The catalyst is CN(C)C=O. The product is [F:1][C:2]1[CH:8]=[CH:7][C:5]([NH:6][CH2:10][CH2:11][OH:12])=[CH:4][CH:3]=1. The yield is 0.540. (9) The reactants are [O:1]=[C:2]([CH3:8])[CH2:3][C:4]([O:6][CH3:7])=[O:5].[C:9]1([C:15]#[CH:16])[CH:14]=[CH:13][CH:12]=[CH:11][CH:10]=1. The catalyst is C1(C)C=CC=CC=1.C(Cl)Cl. The product is [C:2]([CH:3]([C:15]([C:9]1[CH:14]=[CH:13][CH:12]=[CH:11][CH:10]=1)=[CH2:16])[C:4]([O:6][CH3:7])=[O:5])(=[O:1])[CH3:8]. The yield is 0.840.